From a dataset of Reaction yield outcomes from USPTO patents with 853,638 reactions. Predict the reaction yield, written as a fraction of the theoretical maximum amount of product (1.0 means a 100% yield; for example, 0.34 means a 34% yield). (1) The reactants are [CH2:1]([N:8]1[C@@H:13]2[C@H:14]([C:16]3[N:20]([CH3:21])[N:19]=[N:18][N:17]=3)[CH2:15][C@@:9]1([C:39]1[CH:44]=[CH:43][CH:42]=[CH:41][CH:40]=1)[C@H:10]([O:22][C:23](=O)[C:24]1[CH:29]=[C:28]([C:30]([F:33])([F:32])[F:31])[CH:27]=[C:26]([C:34]([F:37])([F:36])[F:35])[CH:25]=1)[CH2:11][CH2:12]2)[C:2]1[CH:7]=[CH:6][CH:5]=[CH:4][CH:3]=1.[CH2:45](OCC)C. The catalyst is C1(C)C=CC=CC=1.C[Ti](C)(C1C=CC=C1)C1C=CC=C1. The product is [CH2:1]([N:8]1[C@@H:13]2[C@H:14]([C:16]3[N:20]([CH3:21])[N:19]=[N:18][N:17]=3)[CH2:15][C@@:9]1([C:39]1[CH:40]=[CH:41][CH:42]=[CH:43][CH:44]=1)[C@H:10]([O:22][C:23]([C:24]1[CH:25]=[C:26]([C:34]([F:36])([F:37])[F:35])[CH:27]=[C:28]([C:30]([F:33])([F:32])[F:31])[CH:29]=1)=[CH2:45])[CH2:11][CH2:12]2)[C:2]1[CH:3]=[CH:4][CH:5]=[CH:6][CH:7]=1. The yield is 0.690. (2) The catalyst is C(Cl)(Cl)Cl. The product is [Br:1][C:2]1[CH:3]=[CH:4][C:5]([F:29])=[C:6]([C@:8]([N:19]([CH2:20][C:21]2[CH:22]=[CH:23][C:24]([O:27][CH3:28])=[CH:25][CH:26]=2)[C:38](=[O:39])[CH2:37][CH2:36][Cl:35])([CH3:18])[CH2:9][O:10][Si:11]([C:14]([CH3:17])([CH3:16])[CH3:15])([CH3:12])[CH3:13])[CH:7]=1. The reactants are [Br:1][C:2]1[CH:3]=[CH:4][C:5]([F:29])=[C:6]([C@:8]([NH:19][CH2:20][C:21]2[CH:26]=[CH:25][C:24]([O:27][CH3:28])=[CH:23][CH:22]=2)([CH3:18])[CH2:9][O:10][Si:11]([C:14]([CH3:17])([CH3:16])[CH3:15])([CH3:13])[CH3:12])[CH:7]=1.C(=O)([O-])O.[Na+].[Cl:35][CH2:36][CH2:37][C:38](Cl)=[O:39]. The yield is 0.570. (3) The reactants are [CH3:1][C:2]1([CH3:23])[C:11]2[C:6](=[CH:7][CH:8]=[C:9]([C:12]([F:15])([F:14])[F:13])[CH:10]=2)[NH:5][CH:4]([C:16]2[CH:17]=[C:18]([NH2:22])[CH:19]=[CH:20][CH:21]=2)[CH2:3]1.N1C=CC=CC=1.[N:30]1[CH:35]=[CH:34][CH:33]=[C:32]([S:36](Cl)(=[O:38])=[O:37])[CH:31]=1.CC1(C)C2C(=CC=C(C)C=2)NC(C2C=C(N)C=CC=2)C1. The catalyst is ClCCl. The product is [CH3:1][C:2]1([CH3:23])[C:11]2[C:6](=[CH:7][CH:8]=[C:9]([C:12]([F:15])([F:13])[F:14])[CH:10]=2)[NH:5][CH:4]([C:16]2[CH:17]=[C:18]([NH:22][S:36]([C:32]3[CH:31]=[N:30][CH:35]=[CH:34][CH:33]=3)(=[O:38])=[O:37])[CH:19]=[CH:20][CH:21]=2)[CH2:3]1. The yield is 0.787. (4) The reactants are [Br:1][C:2]1[CH:3]=[N:4][CH:5]=[C:6]([CH:10]=1)[C:7]([OH:9])=[O:8].[C:11](=O)([O-])[O-].[K+].[K+].CI. The yield is 0.630. The catalyst is CN(C=O)C.C(OCC)(=O)C. The product is [Br:1][C:2]1[CH:3]=[N:4][CH:5]=[C:6]([CH:10]=1)[C:7]([O:9][CH3:11])=[O:8]. (5) The reactants are N([O-])=O.[Na+].N[C:6]1[CH:11]=[CH:10][C:9]([N:12]([C:17]2[C:36]([CH:37]3[CH2:39][CH2:38]3)=[CH:35][C:20]3[C:21]([C:31]([NH:33][CH3:34])=[O:32])=[C:22]([C:24]4[CH:29]=[CH:28][C:27]([F:30])=[CH:26][CH:25]=4)[O:23][C:19]=3[CH:18]=2)[S:13]([CH3:16])(=[O:15])=[O:14])=[CH:8][C:7]=1[CH:40]([F:42])[F:41].[BrH:43]. The catalyst is C(#N)C.CCOC(C)=O.O.[Cu]Br. The product is [Br:43][C:6]1[CH:11]=[CH:10][C:9]([N:12]([C:17]2[C:36]([CH:37]3[CH2:39][CH2:38]3)=[CH:35][C:20]3[C:21]([C:31]([NH:33][CH3:34])=[O:32])=[C:22]([C:24]4[CH:29]=[CH:28][C:27]([F:30])=[CH:26][CH:25]=4)[O:23][C:19]=3[CH:18]=2)[S:13]([CH3:16])(=[O:15])=[O:14])=[CH:8][C:7]=1[CH:40]([F:42])[F:41]. The yield is 0.390. (6) The reactants are Cl[C:2]1[N:7]=[C:6]([NH:8]C2C=CC3OC(=O)NC=3C=2)[C:5]([CH3:19])=[CH:4][N:3]=1.Cl.CS(C1C=C([NH2:31])C=CC=1)(=O)=O.C(O)(C(F)(F)F)=O. The catalyst is CC(O)C. The product is [CH3:19][C:5]1[C:6]([NH2:8])=[N:7][C:2]([NH2:31])=[N:3][CH:4]=1. The yield is 0.490. (7) The reactants are [Cl:1][C:2]1[N:7]=[C:6](Cl)[CH:5]=[CH:4][N:3]=1.[CH2:9]([C:13]1[CH:18]=[CH:17][CH:16]=[CH:15][CH:14]=1)[CH2:10][C:11]#[CH:12]. No catalyst specified. The product is [Cl:1][C:2]1[N:7]=[C:6]([C:12]#[C:11][CH2:10][CH2:9][C:13]2[CH:18]=[CH:17][CH:16]=[CH:15][CH:14]=2)[CH:5]=[CH:4][N:3]=1. The yield is 0.690.